This data is from Full USPTO retrosynthesis dataset with 1.9M reactions from patents (1976-2016). The task is: Predict the reactants needed to synthesize the given product. (1) Given the product [Cl:1][C:2]1[CH:3]=[C:4]([N:9]2[CH2:20][S:11]/[C:10]/2=[N:12]\[C:13](=[O:18])[C:14]([F:15])([F:16])[F:17])[CH:5]=[C:6]([Cl:8])[CH:7]=1, predict the reactants needed to synthesize it. The reactants are: [Cl:1][C:2]1[CH:3]=[C:4]([NH:9][C:10]([NH:12][C:13](=[O:18])[C:14]([F:17])([F:16])[F:15])=[S:11])[CH:5]=[C:6]([Cl:8])[CH:7]=1.I[CH2:20]I.C(N(CC)CC)C. (2) The reactants are: [NH2:1][CH2:2][C:3]1[C:4]([F:20])=[C:5]([O:10][C:11]2[CH:12]=[C:13]([CH:16]=[C:17]([Cl:19])[CH:18]=2)[C:14]#[N:15])[C:6]([Cl:9])=[CH:7][CH:8]=1.CCN(C(C)C)C(C)C.[C:30]1([C:36]2[N:37]=[N:38][S:39][C:40]=2[C:41](O)=[O:42])[CH:35]=[CH:34][CH:33]=[CH:32][CH:31]=1.CN(C(ON1N=NC2C=CC=NC1=2)=[N+](C)C)C.F[P-](F)(F)(F)(F)F. Given the product [Cl:9][C:6]1[CH:7]=[CH:8][C:3]([CH2:2][NH:1][C:41]([C:40]2[S:39][N:38]=[N:37][C:36]=2[C:30]2[CH:31]=[CH:32][CH:33]=[CH:34][CH:35]=2)=[O:42])=[C:4]([F:20])[C:5]=1[O:10][C:11]1[CH:12]=[C:13]([C:14]#[N:15])[CH:16]=[C:17]([Cl:19])[CH:18]=1, predict the reactants needed to synthesize it. (3) Given the product [C:33]([C:23]1[CH:24]=[C:25]([NH:28][C:29](=[O:32])[O:30][CH3:31])[CH:26]=[N:27][C:22]=1[S:19](=[O:21])(=[O:20])[NH:1][C:2]1[CH:3]=[CH:4][C:5]2[CH2:9][O:8][B:7]([OH:10])[C:6]=2[CH:11]=1)#[N:34], predict the reactants needed to synthesize it. The reactants are: [NH2:1][C:2]1[CH:3]=[CH:4][C:5]2[CH2:9][O:8][B:7]([OH:10])[C:6]=2[CH:11]=1.C(=O)([O-])[O-].[K+].[K+].Cl[S:19]([C:22]1[N:27]=[CH:26][C:25]([NH:28][C:29](=[O:32])[O:30][CH3:31])=[CH:24][C:23]=1[C:33]#[N:34])(=[O:21])=[O:20].